Dataset: Full USPTO retrosynthesis dataset with 1.9M reactions from patents (1976-2016). Task: Predict the reactants needed to synthesize the given product. (1) Given the product [Br:19][CH2:16][C:14]1[CH:13]=[CH:12][C:11]([O:17][CH3:18])=[C:10]([C:8]([C:5]2[CH:6]=[CH:7][C:2]([F:1])=[CH:3][CH:4]=2)=[O:9])[CH:15]=1, predict the reactants needed to synthesize it. The reactants are: [F:1][C:2]1[CH:7]=[CH:6][C:5]([C:8]([C:10]2[CH:15]=[C:14]([CH3:16])[CH:13]=[CH:12][C:11]=2[O:17][CH3:18])=[O:9])=[CH:4][CH:3]=1.[Br:19]N1C(=O)CCC1=O. (2) Given the product [F:25][C:23]([F:24])([F:26])[C:21]1[O:20][N:19]=[C:18]([C:14]2[CH:13]=[C:12]([CH:17]=[CH:16][CH:15]=2)[NH2:9])[N:22]=1, predict the reactants needed to synthesize it. The reactants are: S(S([O-])=O)([O-])=O.[Na+].[Na+].[N+:9]([C:12]1[CH:13]=[C:14]([C:18]2[N:22]=[C:21]([C:23]([F:26])([F:25])[F:24])[O:20][N:19]=2)[CH:15]=[CH:16][CH:17]=1)([O-])=O. (3) The reactants are: CS[C:3]1[N:8]=[CH:7][C:6]2=[CH:9][CH:10]=[C:11]([C:12]3[CH:17]=[CH:16][CH:15]=[CH:14][N:13]=3)[N:5]2[N:4]=1.[C:18](O)(=O)C.OO.[O-:24][S:25]([O-:28])(=S)=O.[Na+].[Na+].C([O-])(O)=O.[Na+]. Given the product [CH3:18][S:25]([C:3]1[N:8]=[CH:7][C:6]2=[CH:9][CH:10]=[C:11]([C:12]3[CH:17]=[CH:16][CH:15]=[CH:14][N:13]=3)[N:5]2[N:4]=1)(=[O:28])=[O:24], predict the reactants needed to synthesize it. (4) Given the product [NH2:16][C:17]1[C:22]2[CH:23]=[CH:24][N:25]([C:26]([O:28][CH2:29][C:30]3[CH:35]=[CH:34][CH:33]=[CH:32][CH:31]=3)=[O:27])[C:21]=2[CH:20]=[CH:19][N:18]=1, predict the reactants needed to synthesize it. The reactants are: FC(F)(F)C(O)=O.CC([NH:16][C:17]1[C:22]2[CH:23]=[CH:24][N:25]([C:26]([O:28][CH2:29][C:30]3[CH:35]=[CH:34][CH:33]=[CH:32][CH:31]=3)=[O:27])[C:21]=2[CH:20]=[CH:19][N:18]=1)(CC(C)(C)C)C. (5) Given the product [CH3:8][CH2:7][O:6][C:1]([CH2:2][CH:3]([CH2:12][NH2:9])[CH3:4])=[O:5], predict the reactants needed to synthesize it. The reactants are: [C:1]([O:6][CH2:7][CH3:8])(=[O:5])/[CH:2]=[CH:3]/[CH3:4].[N+:9]([CH3:12])([O-])=O.CN(C)C(=N)N(C)C.